From a dataset of Experimentally validated miRNA-target interactions with 360,000+ pairs, plus equal number of negative samples. Binary Classification. Given a miRNA mature sequence and a target amino acid sequence, predict their likelihood of interaction. (1) The miRNA is hsa-miR-378i with sequence ACUGGACUAGGAGUCAGAAGG. The protein sequence of the target gene is MQRYWRFQDNKIQDICFGVLGESWIQRPVMARYYSEGQSLQQDDSFIEGVSDQVLVAVVVSLALTATLLYALLRNVQQNIHPENQELVRVLREQFQTEQDVPAPARQQFYTEMYCPICLHQASFPVETNCGHLFCGSCIIAYWRYGSWLGAISCPICRQTVTLLLTVFGEDDQSQDVIRLRQDVNDYNRRFSGQPRSIMERIMDLPTLLRHAFREVFSVGGLFWMFRIRIMLCLMGAFFYLISPLDFVPEALFGILGFLDDFFVIFLLLIYISIMYREVITQRLTR. Result: 0 (no interaction). (2) The miRNA is rno-miR-135a-5p with sequence UAUGGCUUUUUAUUCCUAUGUGA. The protein sequence of the target gene is MVQRWLLLSCCGALLSAGLANTSYTSPGLQRLKDSPQTAPDKGQCSTWGAGHFSTFDHHVYDFSGTCNYIFAATCKDAFPTFSVQLRRGPDGSISRIIVELGASVVTVSEAIISVKDIGVISLPYTSNGLQITPFGQSVRLVAKQLELELEVVWGPDSHLMVLVERKYMGQMCGLCGNFDGKVTNEFVSEEGKFLEPHKFAALQKLDDPGEICTFQDIPSTHVRQAQHARICTQLLTLVAPECSVSKEPFVLSCQADVAAAPQPGPQNSSCATLSEYSRQCSMVGQPVRRWRSPGLCSVG.... Result: 0 (no interaction). (3) The miRNA is mmu-miR-669f-3p with sequence CAUAUACAUACACACACACGUAU. The protein sequence of the target gene is MNFNTILEEILIKRSQQKKKTSLLNYKERLCVLPKSVLSYYEGRAEKKYRKGVIDISKIKCVEIVKNDDGVIPCQNKFPFQVVHDANTLYIFAPSPQSRDRWVKKLKEEIKNNNNIMIKYHPKFWADGSYQCCRQTEKLAPGCEKYNLFESSIRKTLPPAPEIKKRRPPPPIPPEEENTEEIVVAMYDFQATEAHDLRLERGQEYIILEKNDLHWWRARDKYGSEGYIPSNYVTGKKSNNLDQYEWYCRNTNRSKAEQLLRTEDKEGGFMVRDSSQPGLYTVSLYTKFGGEGSSGFRHYH.... Result: 1 (interaction). (4) The miRNA is hsa-miR-4444 with sequence CUCGAGUUGGAAGAGGCG. The protein sequence of the target gene is METLNGPAGGGAPDTKPQPAGQHHRHHHLHPLAERRRLHRAPSPARPFLKDLHTRPATATPSAGRAPTPAAPRSPSLAGKAPPSPGPPAAPGRLSRRSGVVPGAKDKPPPGAGARSAGGAKAVPGTRRAARAGPAEPLSRVGRPTGAEPPPAVAKGRKTKRGPGTPPARAVVPPARASRVPAVTLSVTSVAGCRINHTDSSSDLSDCASEPLSDEQRLLPAASSDAESGTGSSDREPIRGAPTPSSGSRGPPPGSPEPPILLAAPPVASACLGGRSSPGGASTGSPGPGSQEDVGGRAPP.... Result: 0 (no interaction). (5) The miRNA is hsa-miR-4488 with sequence AGGGGGCGGGCUCCGGCG. The protein sequence of the target gene is MNWNEKPKSATLPPLYPKSQPPFLHQSLINQITTTSQSSFSYPGSNQEACMYPGNSNPISQPLLNIQNYPQQISVSDMHNGTVVASHTSVERITYANVNGPKQLTHNLQMSSGVTQNVWLNSPMRNPVHSHIGATVSHQTDFGANVPNMPALQSQLITSDTYSMQMQMIPSNSTRLPVAYQGNQGLNQSFSEQQVDWTQQCISKGLTYPDYRPPPKLYRYSPQSFLPDSTIQKQNFIPHTSLQVKNSQLLNSVLTLPSRQTSAVPSQQYATQTDKRPPPPPYNCRYGSQPLQSTQHITKH.... Result: 0 (no interaction). (6) Result: 1 (interaction). The miRNA is hsa-miR-4433a-3p with sequence ACAGGAGUGGGGGUGGGACAU. The protein sequence of the target gene is MSAQAQMRALLDQLMGTARDGDETRQRVKFTDDRVCKSHLLDCCPHDILAGTRMDLGECTKIHDLALRADYEIASKERDLFFELDAMDHLESFIAECDRRTELAKKRLAETQEEISAEVSAKAEKVHELNEEIGKLLAKAEQLGAEGNVDESQKILMEVEKVRAKKKEAEEEYRNSMPASSFQQQKLRVCEVCSAYLGLHDNDRRLADHFGGKLHLGFIQIREKLDQLRKTVAEKQEKRNQDRLRRREEREREERLSRRSGSRTRDRRRSRSRDRRRRRSRSTSRERRKLSRSRSRDRHR.... (7) The miRNA is hsa-miR-4423-5p with sequence AGUUGCCUUUUUGUUCCCAUGC. The protein sequence of the target gene is MSHHWGYSKHNGPENWHKDFPIANGDRQSPVDIDTATAQHDPALQPLLISYDKAASKSIVNNGHSFNVEFDDSQDNAVLKGGPLSDSYRLIQFHFHWGSSDGQGSEHTVNKKKYAAELHLVHWNTKYGDFGKAVQQPDGLAVLGIFLKIGPASQGLQKVLEALHSIKTKGKRAAFANFDPCSLLPGNLDYWTYPGSLTTPPLLECVTWIVLREPITVSSEQMSHFRTLNFNEEGDAEEAMVDNWRPAQPLKNRKIKASFK. Result: 0 (no interaction). (8) The miRNA is hsa-miR-6810-3p with sequence UCCCCUGCUCCCUUGUUCCCCAG. The protein sequence of the target gene is MDESALTLGTIDVSYLPNSSEYSIGRCKHATEEWGECGSRPTVFRSATLKWKESLMSRKRPFVGRCCYSCTPQSWDKFFNPSIPSLGLRNVIYINETHTRHRGWLARRLSYVLFIQERDVHKGMFATNVTENVLNSSRVQEAIAEVAGELNPDGSAQQQSKAVNKVKKKARKILQEMVATVSPAMIRLTGWVLLKLFNSFFWNIQIHKGQLEMVKAATETNLPLIFLPVHRSHIDYLLLTFILFCHNIKAPYIASGNNLNIPIFSTLIHKLGGFFIRRRLDETPDGRKDILYRALLHGHI.... Result: 0 (no interaction). (9) The miRNA is hsa-miR-628-5p with sequence AUGCUGACAUAUUUACUAGAGG. The protein sequence of the target gene is MDDSEVESTASILASVKEQEAQFEKLTRALEEERRHVSAQLERVRVSPQDANSLMANGTLTRRHQNGRFVGDADLERQKFSDLKLNGPQDHNHLLYSTIPRMQEPGQIVETYTEEDPEGAMSVVSVETTDDGTTRRTETTVKKVVKTMTTRTVQPVPMGPDGLPVDASAVSNNYIQTLGRDFRKNGNGGPGPYVGQAGTATLPRNFHYPPDGYGRHYEDGYPGGSDNYGSLSRVTRIEERYRPSMEGYRAPSRQDVYGPQPQVRVGGSSVDLHRFHPEPYGLEDDQRSMGYDDLDYGMMS.... Result: 0 (no interaction). (10) The miRNA is rno-miR-133a-5p with sequence AGCUGGUAAAAUGGAACCAAAU. The protein sequence of the target gene is MAAQRNRSKESKDCSGLVLLCLFFGIPWEAGARQISYSIPEELEKGSFVGNISKDLGLAPRELAERGVRIVSRGRTQLFSLNPRSGSLITAGRIDREELCAQSARCVVSFNILVEDRVKLFGIEIEVTDINDNAPKFQAENLDVKINENVAAGMRFPLPEAIDPDVGVNSLQSYQLSPNKHFSLRVQSRANGVKYPELVLEHSLDREEEAIHHLVLTASDGGDPLRSGTVLVSVTVFDANDNAPVFTLPEYRVSVPENLPVGTQLLTVTATDRDEGANGEVTYSFRKLPDTQLLKFQLNK.... Result: 0 (no interaction).